This data is from Full USPTO retrosynthesis dataset with 1.9M reactions from patents (1976-2016). The task is: Predict the reactants needed to synthesize the given product. (1) Given the product [C:25]([C:23]1[C:22]([C:27]2[CH:32]=[CH:31][C:30]([C:33]3[N:38]=[C:37]([C:39]([F:42])([F:41])[F:40])[CH:36]=[CH:35][N:34]=3)=[CH:29][CH:28]=2)=[N:21][N:20]([CH:18]([O:17][C:15]([O:14][C:11]([CH3:12])([CH3:13])[CH2:10][C:9]([OH:43])=[O:8])=[O:16])[CH3:19])[N:24]=1)#[N:26], predict the reactants needed to synthesize it. The reactants are: C([O:8][C:9](=[O:43])[CH2:10][C:11]([O:14][C:15]([O:17][CH:18]([N:20]1[N:24]=[C:23]([C:25]#[N:26])[C:22]([C:27]2[CH:32]=[CH:31][C:30]([C:33]3[N:38]=[C:37]([C:39]([F:42])([F:41])[F:40])[CH:36]=[CH:35][N:34]=3)=[CH:29][CH:28]=2)=[N:21]1)[CH3:19])=[O:16])([CH3:13])[CH3:12])C1C=CC=CC=1. (2) Given the product [CH:4]([O:7][C:8]([N:10]1[C:19]2[C:14](=[N:15][C:16]([N:2]([CH3:3])[CH3:1])=[CH:17][CH:18]=2)[C@H:13]([N:21]([C:37](=[O:39])[CH3:38])[CH2:22][C:23]2[CH:28]=[C:27]([C:29]([F:32])([F:31])[F:30])[CH:26]=[C:25]([C:33]([F:36])([F:35])[F:34])[CH:24]=2)[CH2:12][C@@H:11]1[CH2:40][CH3:41])=[O:9])([CH3:6])[CH3:5], predict the reactants needed to synthesize it. The reactants are: [CH3:1][NH:2][CH3:3].[CH:4]([O:7][C:8]([N:10]1[C:19]2[C:14](=[N:15][C:16](Br)=[CH:17][CH:18]=2)[C@H:13]([N:21]([C:37](=[O:39])[CH3:38])[CH2:22][C:23]2[CH:28]=[C:27]([C:29]([F:32])([F:31])[F:30])[CH:26]=[C:25]([C:33]([F:36])([F:35])[F:34])[CH:24]=2)[CH2:12][C@@H:11]1[CH2:40][CH3:41])=[O:9])([CH3:6])[CH3:5].